From a dataset of Catalyst prediction with 721,799 reactions and 888 catalyst types from USPTO. Predict which catalyst facilitates the given reaction. (1) Reactant: [CH2:1]([CH:3]1[O:8][C:7]2([CH2:13][CH2:12][N:11]([C:14]([O:16][C:17]([CH3:20])([CH3:19])[CH3:18])=[O:15])[CH2:10][CH2:9]2)[CH2:6][NH:5][CH2:4]1)[CH3:2].Cl[C:22]1[CH:27]=[CH:26][CH:25]=[CH:24][N:23]=1.CC(C)([O-])C.[Na+].C(OCC)(=O)C.CCCCCC. Product: [CH2:1]([CH:3]1[O:8][C:7]2([CH2:9][CH2:10][N:11]([C:14]([O:16][C:17]([CH3:19])([CH3:18])[CH3:20])=[O:15])[CH2:12][CH2:13]2)[CH2:6][N:5]([C:22]2[CH:27]=[CH:26][CH:25]=[CH:24][N:23]=2)[CH2:4]1)[CH3:2]. The catalyst class is: 733. (2) Reactant: [C:1]([NH:4][CH2:5][CH2:6][CH2:7][C:8]([C@@H:25]1[CH2:30][CH2:29][CH2:28][N:27]([C:31]([C:33]2[CH:38]=[CH:37][C:36]([CH2:39][N:40](C)[C:41](=O)OC(C)(C)C)=[CH:35][CH:34]=2)=[O:32])[CH2:26]1)([C:10]1[CH:15]=[CH:14][CH:13]=[C:12]([Cl:16])[C:11]=1[C:17]1[CH:22]=[CH:21][CH:20]=[C:19]([CH2:23][CH3:24])[CH:18]=1)[OH:9])(=[O:3])[CH3:2].Cl. Product: [Cl:16][C:12]1[C:11]([C:17]2[CH:22]=[CH:21][CH:20]=[C:19]([CH2:23][CH3:24])[CH:18]=2)=[C:10]([C:8]([OH:9])([C@@H:25]2[CH2:30][CH2:29][CH2:28][N:27]([C:31]([C:33]3[CH:38]=[CH:37][C:36]([CH2:39][NH:40][CH3:41])=[CH:35][CH:34]=3)=[O:32])[CH2:26]2)[CH2:7][CH2:6][CH2:5][NH:4][C:1](=[O:3])[CH3:2])[CH:15]=[CH:14][CH:13]=1. The catalyst class is: 23.